From a dataset of Catalyst prediction with 721,799 reactions and 888 catalyst types from USPTO. Predict which catalyst facilitates the given reaction. (1) Product: [F:12][C:13]1[CH:18]=[C:17]([F:19])[CH:16]=[CH:15][C:14]=1[C@:20]12[CH2:28][O:27][C@H:26]([CH2:29][F:30])[C@H:25]1[CH2:24][S:23][C:22]([NH2:31])=[N:21]2. Reactant: N12CCCN=C1CCCCC2.[F:12][C:13]1[CH:18]=[C:17]([F:19])[CH:16]=[CH:15][C:14]=1[C@:20]12[CH2:28][O:27][C@H:26]([CH2:29][F:30])[C@H:25]1[CH2:24][S:23][C:22]([NH:31]C(=O)C1C=CC=CC=1)=[N:21]2. The catalyst class is: 5. (2) Reactant: [N:1]1C=CC=CC=1.[C:7](Cl)([O:9][CH2:10][C:11]([Cl:14])([Cl:13])[Cl:12])=[O:8]. Product: [C:7](=[O:8])([O:9][CH2:10][C:11]([Cl:14])([Cl:13])[Cl:12])[NH2:1]. The catalyst class is: 2.